This data is from Catalyst prediction with 721,799 reactions and 888 catalyst types from USPTO. The task is: Predict which catalyst facilitates the given reaction. (1) Reactant: [NH2:1][C:2]1[CH:3]=[CH:4][C:5]([CH3:8])=[N:6][CH:7]=1.[CH3:9][C:10]([O:13][C:14](O[C:14]([O:13][C:10]([CH3:12])([CH3:11])[CH3:9])=[O:15])=[O:15])([CH3:12])[CH3:11]. Product: [C:10]([O:13][C:14](=[O:15])[NH:1][C:2]1[CH:7]=[N:6][C:5]([CH3:8])=[CH:4][CH:3]=1)([CH3:12])([CH3:11])[CH3:9]. The catalyst class is: 5. (2) Reactant: [Cl:1]C(N(C)C)=C(C)C.[CH3:9][N:10]1[CH:14]=[C:13]([NH:15][C:16]([O:18][C:19]([CH3:22])([CH3:21])[CH3:20])=[O:17])[N:12]=[C:11]1[C:23]([OH:25])=O. Product: [CH3:9][N:10]1[CH:14]=[C:13]([NH:15][C:16]([O:18][C:19]([CH3:22])([CH3:21])[CH3:20])=[O:17])[N:12]=[C:11]1[C:23]([Cl:1])=[O:25]. The catalyst class is: 22. (3) Reactant: [F:1][C:2]1[C:3]([N:12]2[CH2:17][CH2:16][CH:15]([N:18]3[CH2:22][CH2:21][N:20]([CH2:23][C:24]4[CH:32]=[CH:31][C:27]([C:28](O)=[O:29])=[CH:26][CH:25]=4)[C:19]3=[O:33])[CH2:14][CH2:13]2)=[N:4][CH:5]=[C:6]([C:8]([F:11])([F:10])[F:9])[CH:7]=1.CN(C(ON1N=NC2[CH:45]=[CH:46][CH:47]=[N:48][C:43]1=2)=[N+](C)C)C.F[P-](F)(F)(F)(F)F.C(N(CC)CC)C.N1CCCC1. Product: [F:1][C:2]1[C:3]([N:12]2[CH2:17][CH2:16][CH:15]([N:18]3[CH2:22][CH2:21][N:20]([CH2:23][C:24]4[CH:32]=[CH:31][C:27]([C:28]([N:48]5[CH2:47][CH2:46][CH2:45][CH2:43]5)=[O:29])=[CH:26][CH:25]=4)[C:19]3=[O:33])[CH2:14][CH2:13]2)=[N:4][CH:5]=[C:6]([C:8]([F:9])([F:11])[F:10])[CH:7]=1. The catalyst class is: 18. (4) Reactant: [Br-].[CH3:2][C:3]1[CH:28]=[CH:27][C:6]([CH2:7][P+](C2C=CC=CC=2)(C2C=CC=CC=2)C2C=CC=CC=2)=[CH:5][CH:4]=1.[H-].[Na+].[CH3:31][C:32]1[CH:39]=[CH:38][C:35]([CH:36]=O)=[CH:34][CH:33]=1.O. Product: [CH3:31][C:32]1[CH:39]=[CH:38][C:35]([CH:36]=[CH:7][C:6]2[CH:5]=[CH:4][C:3]([CH3:2])=[CH:28][CH:27]=2)=[CH:34][CH:33]=1. The catalyst class is: 11. (5) Reactant: [F:1][C:2]([F:14])([F:13])[C:3]1[N:8]=[CH:7][C:6]([CH2:9][C:10](O)=O)=[CH:5][CH:4]=1.[CH3:15][C:16]1[CH:17]=[C:18]([CH:20]=[CH:21][C:22]=1[CH3:23])[NH2:19].ON1C2C=CC=CC=2N=N1.Cl.CN(C)CCCN=C=NCC.C(N(CC)C(C)C)(C)C.B.O1CCCC1.Cl. Product: [CH3:15][C:16]1[CH:17]=[C:18]([NH:19][CH2:10][CH2:9][C:6]2[CH:7]=[N:8][C:3]([C:2]([F:14])([F:13])[F:1])=[CH:4][CH:5]=2)[CH:20]=[CH:21][C:22]=1[CH3:23]. The catalyst class is: 96. (6) Reactant: [CH:1]([C:4]1[CH:9]=[CH:8][C:7]([S:10](Cl)(=[O:12])=[O:11])=[CH:6][CH:5]=1)([CH3:3])[CH3:2].[NH2:14][C:15]1[N:19]([CH3:20])[N:18]=[C:17]([O:21][CH3:22])[C:16]=1[C:23]1[CH:31]=[CH:30][C:26]2[O:27][CH2:28][O:29][C:25]=2[CH:24]=1.CN(C1C=CC=CN=1)C. Product: [O:27]1[C:26]2[CH:30]=[CH:31][C:23]([C:16]3[C:17]([O:21][CH3:22])=[N:18][N:19]([CH3:20])[C:15]=3[NH:14][S:10]([C:7]3[CH:8]=[CH:9][C:4]([CH:1]([CH3:3])[CH3:2])=[CH:5][CH:6]=3)(=[O:12])=[O:11])=[CH:24][C:25]=2[O:29][CH2:28]1. The catalyst class is: 17. (7) The catalyst class is: 2. Reactant: [CH2:1]([CH:3]([CH2:18][CH2:19][CH2:20][CH3:21])[CH2:4][N:5]1[C:17]2[CH:16]=[CH:15][CH:14]=[CH:13][C:12]=2[C:11]2[C:6]1=[CH:7][CH:8]=[CH:9][CH:10]=2)[CH3:2].[CH3:22][C:23]1[CH:31]=[C:30]([CH3:32])[CH:29]=[C:28]([CH3:33])[C:24]=1[C:25](Cl)=[O:26].[Al+3].[Cl-].[Cl-].[Cl-].[C:38]1([CH3:47])[C:39]([C:44](Cl)=[O:45])=[CH:40][CH:41]=[CH:42][CH:43]=1. Product: [CH2:1]([CH:3]([CH2:18][CH2:19][CH2:20][CH3:21])[CH2:4][N:5]1[C:6]2[CH:7]=[CH:8][C:9]([C:25]([C:24]3[C:23]([CH3:22])=[CH:31][C:30]([CH3:32])=[CH:29][C:28]=3[CH3:33])=[O:26])=[CH:10][C:11]=2[C:12]2[C:17]1=[CH:16][CH:15]=[C:14]([C:44](=[O:45])[C:39]1[CH:40]=[CH:41][CH:42]=[CH:43][C:38]=1[CH3:47])[CH:13]=2)[CH3:2]. (8) Reactant: [C:1]([NH:4][CH2:5][C@H:6]1[CH2:11][CH2:10][C@H:9]([CH2:12][C:13]([O:15][CH2:16][CH3:17])=[O:14])[CH2:8][CH2:7]1)(=O)[CH3:2].[BH4-].[Na+].C(O)(=O)C.O. Product: [CH2:1]([NH:4][CH2:5][C@H:6]1[CH2:11][CH2:10][C@H:9]([CH2:12][C:13]([O:15][CH2:16][CH3:17])=[O:14])[CH2:8][CH2:7]1)[CH3:2]. The catalyst class is: 7. (9) Product: [NH2:22][C:5]1[C:6]([NH:8][CH:9]2[CH2:14][CH2:13][N:12]([C:15]([O:17][C:18]([CH3:21])([CH3:20])[CH3:19])=[O:16])[CH2:11][CH2:10]2)=[N:7][C:2]([Cl:1])=[N:3][C:4]=1[N:25]1[CH2:26][CH2:27][O:28][CH2:29][CH2:30]1. The catalyst class is: 94. Reactant: [Cl:1][C:2]1[N:7]=[C:6]([NH:8][CH:9]2[CH2:14][CH2:13][N:12]([C:15]([O:17][C:18]([CH3:21])([CH3:20])[CH3:19])=[O:16])[CH2:11][CH2:10]2)[C:5]([N+:22]([O-])=O)=[C:4]([N:25]2[CH2:30][CH2:29][O:28][CH2:27][CH2:26]2)[N:3]=1.NN.